From a dataset of Reaction yield outcomes from USPTO patents with 853,638 reactions. Predict the reaction yield, written as a fraction of the theoretical maximum amount of product (1.0 means a 100% yield; for example, 0.34 means a 34% yield). The reactants are [NH2:1][C:2]1[CH:7]=[CH:6][C:5](Br)=[CH:4][N:3]=1.[C:9]([O:13][CH2:14][C:15]1[CH:20]=[CH:19][CH:18]=[CH:17][CH:16]=1)(=[O:12])[CH:10]=[CH2:11].C1(C)C=CC=CC=1P(C1C=CC=CC=1C)C1C=CC=CC=1C.C(N(C(C)C)CC)(C)C. The catalyst is C(#N)CC.CC([O-])=O.CC([O-])=O.[Pd+2]. The product is [NH2:1][C:2]1[N:3]=[CH:4][C:5](/[CH:11]=[CH:10]/[C:9]([O:13][CH2:14][C:15]2[CH:20]=[CH:19][CH:18]=[CH:17][CH:16]=2)=[O:12])=[CH:6][CH:7]=1. The yield is 0.390.